Dataset: Forward reaction prediction with 1.9M reactions from USPTO patents (1976-2016). Task: Predict the product of the given reaction. (1) Given the reactants [Br:1][C:2]1[CH:3]=[C:4]([C:15]([F:18])([F:17])[F:16])[C:5]2[N:6]([CH:8]=[C:9]([CH2:11][C:12]([OH:14])=[O:13])[N:10]=2)[CH:7]=1.[Cl:19]N1C(=O)CCC1=O, predict the reaction product. The product is: [Br:1][C:2]1[CH:3]=[C:4]([C:15]([F:17])([F:16])[F:18])[C:5]2[N:6]([C:8]([Cl:19])=[C:9]([CH2:11][C:12]([OH:14])=[O:13])[N:10]=2)[CH:7]=1. (2) Given the reactants C(OC([N:8]1[CH2:17][CH2:16][C:15]2[CH:14]=[C:13]3[O:18][CH2:19][O:20][C:12]3=[CH:11][C:10]=2[CH:9]1[CH2:21][C:22]1[CH:27]=[CH:26][C:25]([Br:28])=[CH:24][CH:23]=1)=O)(C)(C)C.Cl.O1C2C=CC(CCN)=CC=2OC1.BrC1C=CC(CC(O)=O)=CC=1.O=P(Cl)(Cl)Cl, predict the reaction product. The product is: [Br:28][C:25]1[CH:24]=[CH:23][C:22]([CH2:21][C:9]2[C:10]3[CH:11]=[C:12]4[O:20][CH2:19][O:18][C:13]4=[CH:14][C:15]=3[CH2:16][CH2:17][N:8]=2)=[CH:27][CH:26]=1. (3) Given the reactants N1C=N[C:3]([CH2:6][C:7]2[CH:14]=[CH:13][C:10]([C:11]#[N:12])=[CH:9][CH:8]=2)=N1.BrCC1[CH:22]=[CH:21][C:20]([C:23]#[N:24])=[CH:19][CH:18]=1.[NH:25]1[CH:29]=[N:28][CH:27]=[N:26]1, predict the reaction product. The product is: [CH:13]1[C:10]([C:11]#[N:12])=[CH:9][CH:8]=[C:7]([CH:6]([N:25]2[N:26]=[CH:27][N:28]=[CH:29]2)[C:3]2[CH:18]=[CH:19][C:20]([C:23]#[N:24])=[CH:21][CH:22]=2)[CH:14]=1. (4) Given the reactants [Cl:1][C:2]1[CH:10]=[CH:9][C:5]([C:6](O)=[O:7])=[C:4]([O:11][CH3:12])[CH:3]=1.CN(C=O)C.C(Cl)(=O)C([Cl:21])=O, predict the reaction product. The product is: [Cl:1][C:2]1[CH:10]=[CH:9][C:5]([C:6]([Cl:21])=[O:7])=[C:4]([O:11][CH3:12])[CH:3]=1.